Task: Predict the product of the given reaction.. Dataset: Forward reaction prediction with 1.9M reactions from USPTO patents (1976-2016) (1) Given the reactants [Cl:1][C:2]1[CH:7]=[C:6]([N+:8]([O-:10])=[O:9])[CH:5]=[CH:4][C:3]=1[OH:11].Br[CH2:13][C:14]1[CH:21]=[CH:20][CH:19]=[CH:18][C:15]=1[C:16]#[N:17].C(=O)([O-])[O-].[K+].[K+].O, predict the reaction product. The product is: [Cl:1][C:2]1[CH:7]=[C:6]([N+:8]([O-:10])=[O:9])[CH:5]=[CH:4][C:3]=1[O:11][CH2:13][C:14]1[CH:21]=[CH:20][CH:19]=[CH:18][C:15]=1[C:16]#[N:17]. (2) Given the reactants [Br:1][C:2]1[CH:3]=[C:4]2[C:10]3([CH2:14][CH2:13][NH:12][CH2:11]3)[CH2:9][N:8]([C:15]([NH:17][C:18]3[S:19][C:20]([Cl:23])=[CH:21][N:22]=3)=[O:16])[C:5]2=[CH:6][CH:7]=1.[C:24](=O)([O-])[O-].[K+].[K+].CI, predict the reaction product. The product is: [Br:1][C:2]1[CH:3]=[C:4]2[C:10]3([CH2:14][CH2:13][N:12]([CH3:24])[CH2:11]3)[CH2:9][N:8]([C:15]([NH:17][C:18]3[S:19][C:20]([Cl:23])=[CH:21][N:22]=3)=[O:16])[C:5]2=[CH:6][CH:7]=1. (3) Given the reactants [C:1](Cl)(=[O:17])[O:2][CH2:3][C:4]1[CH:9]=[C:8]([O:10][CH3:11])[C:7]([O:12][CH3:13])=[CH:6][C:5]=1[N+:14]([O-:16])=[O:15].[NH2:19][C@@H:20]([CH2:24][S:25][S:26][C:27]([CH3:30])([CH3:29])[CH3:28])[C:21]([OH:23])=[O:22].C(=O)([O-])[O-].[Na+].[Na+].Cl.Br[CH2:39][C:40]#[N:41].C(N(C(C)C)C(C)C)C.[Cl-].[NH4+], predict the reaction product. The product is: [C:27]([S:26][S:25][CH2:24][C@H:20]([NH:19][C:1]([O:2][CH2:3][C:4]1[CH:9]=[C:8]([O:10][CH3:11])[C:7]([O:12][CH3:13])=[CH:6][C:5]=1[N+:14]([O-:16])=[O:15])=[O:17])[C:21]([O:23][CH2:39][C:40]#[N:41])=[O:22])([CH3:30])([CH3:29])[CH3:28]. (4) Given the reactants [CH:1]1([C@H:4]([C:12]2[CH:13]=[N:14][C:15]([C:18]([F:21])([F:20])[F:19])=[CH:16][CH:17]=2)[NH:5][S@](C(C)(C)C)=O)[CH2:3][CH2:2]1.C(O)C.Cl.O1CCOCC1, predict the reaction product. The product is: [CH:1]1([C@@H:4]([C:12]2[CH:13]=[N:14][C:15]([C:18]([F:21])([F:19])[F:20])=[CH:16][CH:17]=2)[NH2:5])[CH2:3][CH2:2]1.